From a dataset of Full USPTO retrosynthesis dataset with 1.9M reactions from patents (1976-2016). Predict the reactants needed to synthesize the given product. (1) The reactants are: [CH:1]1([N:7]([CH2:30][CH:31]([O:34][CH3:35])[O:32][CH3:33])[C:8](=[O:29])[CH2:9][CH2:10][O:11][CH2:12][CH2:13][C:14]2[CH:19]=[CH:18][CH:17]=[C:16](B3OC(C)(C)C(C)(C)O3)[CH:15]=2)[CH2:6][CH2:5][CH2:4][CH2:3][CH2:2]1.C(=O)([O-])[O-].[K+].[K+].Br[C:43]1[N:44]=[C:45]([CH3:49])[N:46]([CH3:48])[CH:47]=1. Given the product [CH:1]1([N:7]([CH2:30][CH:31]([O:34][CH3:35])[O:32][CH3:33])[C:8](=[O:29])[CH2:9][CH2:10][O:11][CH2:12][CH2:13][C:14]2[CH:15]=[CH:16][CH:17]=[C:18]([C:43]3[N:44]=[C:45]([CH3:49])[N:46]([CH3:48])[CH:47]=3)[CH:19]=2)[CH2:6][CH2:5][CH2:4][CH2:3][CH2:2]1, predict the reactants needed to synthesize it. (2) Given the product [OH:29][C@H:28]([C:27]1[C:19]([CH3:18])=[C:20]2[C:24](=[CH:25][CH:26]=1)[C:23](=[O:31])[O:22][CH2:21]2)[CH2:30][N:2]1[CH2:3][CH2:4][C:5]2([CH2:10][CH2:9][N:8]([C:11]([O:13][C:14]([CH3:17])([CH3:16])[CH3:15])=[O:12])[CH2:7][CH2:6]2)[CH2:1]1, predict the reactants needed to synthesize it. The reactants are: [CH2:1]1[C:5]2([CH2:10][CH2:9][N:8]([C:11]([O:13][C:14]([CH3:17])([CH3:16])[CH3:15])=[O:12])[CH2:7][CH2:6]2)[CH2:4][CH2:3][NH:2]1.[CH3:18][C:19]1[C:27]([C@@H:28]2[CH2:30][O:29]2)=[CH:26][CH:25]=[C:24]2[C:20]=1[CH2:21][O:22][C:23]2=[O:31].